Dataset: Peptide-MHC class I binding affinity with 185,985 pairs from IEDB/IMGT. Task: Regression. Given a peptide amino acid sequence and an MHC pseudo amino acid sequence, predict their binding affinity value. This is MHC class I binding data. (1) The peptide sequence is RFNVAITRAK. The MHC is HLA-A11:01 with pseudo-sequence HLA-A11:01. The binding affinity (normalized) is 0.520. (2) The peptide sequence is PLEAAYNTAY. The MHC is Mamu-B17 with pseudo-sequence Mamu-B17. The binding affinity (normalized) is 0. (3) The peptide sequence is ASDYSQGAF. The MHC is HLA-B15:01 with pseudo-sequence HLA-B15:01. The binding affinity (normalized) is 0.213. (4) The peptide sequence is FLVRPQVPL. The MHC is HLA-B54:01 with pseudo-sequence HLA-B54:01. The binding affinity (normalized) is 0.184. (5) The peptide sequence is PFGMSRILL. The MHC is HLA-B15:01 with pseudo-sequence HLA-B15:01. The binding affinity (normalized) is 0.